This data is from Full USPTO retrosynthesis dataset with 1.9M reactions from patents (1976-2016). The task is: Predict the reactants needed to synthesize the given product. Given the product [NH2:27][C:23]1[CH:22]=[C:21]([CH:26]=[CH:25][CH:24]=1)[CH2:20][N:10]1[C:11]2[C:12](=[C:13]3[CH:19]=[CH:18][NH:17][C:14]3=[N:15][CH:16]=2)[N:8]([C@H:3]2[CH2:4][CH2:5][CH2:6][CH2:7][C@H:2]2[CH3:1])[C:9]1=[O:30], predict the reactants needed to synthesize it. The reactants are: [CH3:1][C@@H:2]1[CH2:7][CH2:6][CH2:5][CH2:4][C@@H:3]1[N:8]1[C:12]2=[C:13]3[CH:19]=[CH:18][NH:17][C:14]3=[N:15][CH:16]=[C:11]2[N:10]([CH2:20][C:21]2[CH:26]=[CH:25][CH:24]=[C:23]([N+:27]([O-])=O)[CH:22]=2)[C:9]1=[O:30].C(O)C.[Cl-].[NH4+].